Dataset: Catalyst prediction with 721,799 reactions and 888 catalyst types from USPTO. Task: Predict which catalyst facilitates the given reaction. Reactant: [Cl:1][C:2]1[CH:7]=[CH:6][C:5]([CH2:8][CH2:9]O)=[CH:4][CH:3]=1.C1(P(C2C=CC=CC=2)C2C=CC=CC=2)C=CC=CC=1.C(Br)(Br)(Br)[Br:31]. Product: [Br:31][CH2:9][CH2:8][C:5]1[CH:6]=[CH:7][C:2]([Cl:1])=[CH:3][CH:4]=1. The catalyst class is: 27.